This data is from Full USPTO retrosynthesis dataset with 1.9M reactions from patents (1976-2016). The task is: Predict the reactants needed to synthesize the given product. (1) Given the product [CH3:7][N:3]1[CH:4]=[CH:5][N:6]=[C:2]1[S:1][CH2:22][C:21]1[CH:24]=[C:25]([O:29][CH3:30])[C:26]([O:27][CH3:28])=[C:19]([O:18][CH3:17])[CH:20]=1, predict the reactants needed to synthesize it. The reactants are: [SH:1][C:2]1[N:3]([CH3:7])[CH:4]=[CH:5][N:6]=1.C(N(CC)C(C)C)(C)C.[CH3:17][O:18][C:19]1[CH:20]=[C:21]([CH:24]=[C:25]([O:29][CH3:30])[C:26]=1[O:27][CH3:28])[CH2:22]Cl. (2) Given the product [CH2:1]([O:8][C:9]1[CH:24]=[C:23]([N:25]([CH2:26][C:27]2[CH:28]=[CH:29][C:30]([CH:33]3[CH2:38][CH2:37][CH2:36][CH2:35][CH2:34]3)=[CH:31][CH:32]=2)[C:46](=[O:47])[CH2:45][N:43]([CH3:44])[C:41](=[O:42])[C:40]([F:49])([F:50])[F:39])[CH:22]=[CH:21][C:10]=1[C:11]([O:13][CH2:14][C:15]1[CH:20]=[CH:19][CH:18]=[CH:17][CH:16]=1)=[O:12])[C:2]1[CH:3]=[CH:4][CH:5]=[CH:6][CH:7]=1, predict the reactants needed to synthesize it. The reactants are: [CH2:1]([O:8][C:9]1[CH:24]=[C:23]([NH:25][CH2:26][C:27]2[CH:32]=[CH:31][C:30]([CH:33]3[CH2:38][CH2:37][CH2:36][CH2:35][CH2:34]3)=[CH:29][CH:28]=2)[CH:22]=[CH:21][C:10]=1[C:11]([O:13][CH2:14][C:15]1[CH:20]=[CH:19][CH:18]=[CH:17][CH:16]=1)=[O:12])[C:2]1[CH:7]=[CH:6][CH:5]=[CH:4][CH:3]=1.[F:39][C:40]([F:50])([F:49])[C:41]([N:43]([CH2:45][C:46](O)=[O:47])[CH3:44])=[O:42]. (3) Given the product [C:23]([O:22][C:20]([NH:27][CH2:28][CH2:29][NH:30][C:2]1[N:7]=[C:6]([NH:8][C:9](=[O:15])[O:10][C:11]([CH3:14])([CH3:13])[CH3:12])[C:5]([C:16](=[O:19])[CH2:17][CH3:18])=[CH:4][CH:3]=1)=[O:21])([CH3:26])([CH3:25])[CH3:24], predict the reactants needed to synthesize it. The reactants are: Cl[C:2]1[N:7]=[C:6]([NH:8][C:9](=[O:15])[O:10][C:11]([CH3:14])([CH3:13])[CH3:12])[C:5]([C:16](=[O:19])[CH2:17][CH3:18])=[CH:4][CH:3]=1.[C:20]([NH:27][CH2:28][CH2:29][NH2:30])([O:22][C:23]([CH3:26])([CH3:25])[CH3:24])=[O:21].C(N(CC)C(C)C)(C)C. (4) Given the product [Cl:38][C:33]1[CH:32]=[C:31]([CH:36]=[C:35]([Cl:37])[CH:34]=1)[O:30][C:14]1[C:15]([CH2:28][CH3:29])=[N:16][N:17]([CH2:18][CH2:19][NH:20][C:21](=[O:27])[O:22][C:23]([CH3:25])([CH3:26])[CH3:24])[C:13]=1[CH2:12][NH:11][CH2:7][C:6]1[CH:9]=[CH:10][C:3]([O:2][CH3:1])=[CH:4][CH:5]=1, predict the reactants needed to synthesize it. The reactants are: [CH3:1][O:2][C:3]1[CH:10]=[CH:9][C:6]([CH:7]=O)=[CH:5][CH:4]=1.[NH2:11][CH2:12][C:13]1[N:17]([CH2:18][CH2:19][NH:20][C:21](=[O:27])[O:22][C:23]([CH3:26])([CH3:25])[CH3:24])[N:16]=[C:15]([CH2:28][CH3:29])[C:14]=1[O:30][C:31]1[CH:36]=[C:35]([Cl:37])[CH:34]=[C:33]([Cl:38])[CH:32]=1.S([O-])([O-])(=O)=O.[Mg+2].[BH4-].[Na+]. (5) Given the product [CH3:1][O:2][C:3]([C:5]1[C:13]2[C:8](=[CH:9][C:10]([C:25]3[CH:24]=[CH:23][C:22]([OH:35])=[CH:21][C:20]=3[CH3:19])=[CH:11][CH:12]=2)[N:7]([CH:15]([CH3:17])[CH3:16])[C:6]=1[CH3:18])=[O:4], predict the reactants needed to synthesize it. The reactants are: [CH3:1][O:2][C:3]([C:5]1[C:13]2[C:8](=[CH:9][C:10](Cl)=[CH:11][CH:12]=2)[N:7]([CH:15]([CH3:17])[CH3:16])[C:6]=1[CH3:18])=[O:4].[CH3:19][C:20]1[CH:21]=[C:22]([OH:35])[CH:23]=[CH:24][C:25]=1B1OC(C)(C)C(C)(C)O1.[O-]P([O-])([O-])=O.[K+].[K+].[K+].Cl. (6) Given the product [Cl:2][C:3]1[CH:8]=[CH:7][C:6]([NH2:9])=[CH:5][C:4]=1[CH2:12][N:13]([CH3:15])[CH3:14], predict the reactants needed to synthesize it. The reactants are: Cl.[Cl:2][C:3]1[CH:8]=[CH:7][C:6]([N+:9]([O-])=O)=[CH:5][C:4]=1[CH2:12][N:13]([CH3:15])[CH3:14]. (7) Given the product [CH2:15]([O:17][C:18](=[O:23])/[CH:19]=[C:20](/[O:14][C:10]1[CH:11]=[CH:12][CH:13]=[C:8]([Br:7])[CH:9]=1)\[CH3:21])[CH3:16], predict the reactants needed to synthesize it. The reactants are: CC(C)([O-])C.[K+].[Br:7][C:8]1[CH:9]=[C:10]([OH:14])[CH:11]=[CH:12][CH:13]=1.[CH2:15]([O:17][C:18](=[O:23])[CH:19]=[C:20](Cl)[CH3:21])[CH3:16]. (8) Given the product [C:19]([C:2]1[S:6][C:5]([C:7]([NH:9][CH2:10][C:11]2[CH:12]=[N:13][CH:14]=[CH:15][CH:16]=2)=[O:8])=[C:4]([CH3:17])[CH:3]=1)#[N:20], predict the reactants needed to synthesize it. The reactants are: Br[C:2]1[S:6][C:5]([C:7]([NH:9][CH2:10][C:11]2[CH:12]=[N:13][CH:14]=[CH:15][CH:16]=2)=[O:8])=[C:4]([CH3:17])[CH:3]=1.[Cu](C#N)[C:19]#[N:20]. (9) Given the product [ClH:23].[F:1][C:2]1[CH:3]=[CH:4][C:5]([N:8]2[CH2:9][CH:10]3[CH:11]([CH2:13][NH:14][CH2:15]3)[CH2:12]2)=[CH:6][CH:7]=1, predict the reactants needed to synthesize it. The reactants are: [F:1][C:2]1[CH:7]=[CH:6][C:5]([N:8]2[CH2:12][CH:11]3[CH2:13][N:14](C(OC(C)(C)C)=O)[CH2:15][CH:10]3[CH2:9]2)=[CH:4][CH:3]=1.[ClH:23].C(OCC)(=O)C.